Dataset: Peptide-MHC class II binding affinity with 134,281 pairs from IEDB. Task: Regression. Given a peptide amino acid sequence and an MHC pseudo amino acid sequence, predict their binding affinity value. This is MHC class II binding data. (1) The peptide sequence is GELQIVHKIDAAFKI. The MHC is DRB1_1501 with pseudo-sequence DRB1_1501. The binding affinity (normalized) is 0.589. (2) The peptide sequence is AYGSFVRTVSLPVGA. The MHC is DRB1_1201 with pseudo-sequence DRB1_1201. The binding affinity (normalized) is 0.194. (3) The peptide sequence is GYTPATPAAPAGAEP. The MHC is HLA-DPA10301-DPB10402 with pseudo-sequence HLA-DPA10301-DPB10402. The binding affinity (normalized) is 0. (4) The peptide sequence is VRKVCYNAVLTHVKI. The MHC is DRB1_1101 with pseudo-sequence DRB1_1101. The binding affinity (normalized) is 0.733. (5) The peptide sequence is RADEINAIFEENEVD. The MHC is HLA-DQA10303-DQB10402 with pseudo-sequence HLA-DQA10303-DQB10402. The binding affinity (normalized) is 0. (6) The peptide sequence is DVLSQPMLPHTWDGS. The MHC is HLA-DPA10301-DPB10402 with pseudo-sequence HLA-DPA10301-DPB10402. The binding affinity (normalized) is 0.231.